This data is from Full USPTO retrosynthesis dataset with 1.9M reactions from patents (1976-2016). The task is: Predict the reactants needed to synthesize the given product. (1) Given the product [Cl:30][C:19]1[CH:18]=[C:17]([O:16][C:10]2[C:9]3[C:14](=[CH:15][C:6]([O:5][CH2:4][CH2:3][CH2:2][N:39]4[CH2:44][CH2:43][CH2:42][CH2:41][CH2:40]4)=[C:7]([O:31][CH3:32])[CH:8]=3)[N:13]=[CH:12][N:11]=2)[CH:22]=[CH:21][C:20]=1[NH:23][C:24]([NH:26][CH2:27][CH2:28][CH3:29])=[O:25], predict the reactants needed to synthesize it. The reactants are: Br[CH2:2][CH2:3][CH2:4][O:5][C:6]1[CH:15]=[C:14]2[C:9]([C:10]([O:16][C:17]3[CH:22]=[CH:21][C:20]([NH:23][C:24]([NH:26][CH2:27][CH2:28][CH3:29])=[O:25])=[C:19]([Cl:30])[CH:18]=3)=[N:11][CH:12]=[N:13]2)=[CH:8][C:7]=1[O:31][CH3:32].C(=O)([O-])[O-].[K+].[K+].[NH:39]1[CH2:44][CH2:43][CH2:42][CH2:41][CH2:40]1. (2) Given the product [CH3:8][O:7][C:6]1[S:5][C:4]([CH:9]=[O:10])=[CH:3][C:2]=1[C:16]1[S:17][CH:18]=[CH:19][CH:20]=1, predict the reactants needed to synthesize it. The reactants are: Br[C:2]1[CH:3]=[C:4]([CH:9]=[O:10])[S:5][C:6]=1[O:7][CH3:8].C([Sn](CCCC)(CCCC)[C:16]1[S:17][CH:18]=[CH:19][CH:20]=1)CCC.C1C=CC(P(C2C=CC=CC=2)C2C=CC=CC=2)=CC=1. (3) Given the product [ClH:1].[ClH:1].[ClH:1].[C:39]([N:27]1[CH2:28][CH2:29][CH:24]([O:23][C:20]2[CH:21]=[CH:22][C:17]([N:16]([CH2:30][CH2:31][CH2:32][C:33]([O:35][CH2:36][CH3:37])=[O:34])[CH2:15]/[CH:14]=[CH:13]/[C:9]3[CH:10]=[CH:11][CH:12]=[C:7]([C:4](=[NH:5])[NH2:6])[CH:8]=3)=[CH:18][CH:19]=2)[CH2:25][CH2:26]1)(=[NH:44])[CH3:40], predict the reactants needed to synthesize it. The reactants are: [ClH:1].Cl.Cl.[C:4]([C:7]1[CH:8]=[C:9](/[CH:13]=[CH:14]/[CH2:15][N:16]([CH2:30][CH2:31][CH2:32][C:33]([O:35][CH2:36][CH3:37])=[O:34])[C:17]2[CH:22]=[CH:21][C:20]([O:23][CH:24]3[CH2:29][CH2:28][NH:27][CH2:26][CH2:25]3)=[CH:19][CH:18]=2)[CH:10]=[CH:11][CH:12]=1)(=[NH:6])[NH2:5].Cl.[C:39](=[NH:44])(OCC)[CH3:40].C(N(CC)CC)C.Cl. (4) Given the product [CH2:1]([O:8][C:9]1[C:17]([F:18])=[C:16]2[C:12]([CH2:13][N:14]([CH2:20][C@H:21]3[CH2:26][CH2:25][C@H:24]([CH2:27][OH:28])[CH2:23][CH2:22]3)[C:15]2=[O:19])=[CH:11][CH:10]=1)[C:2]1[CH:7]=[CH:6][CH:5]=[CH:4][CH:3]=1, predict the reactants needed to synthesize it. The reactants are: [CH2:1]([O:8][C:9]1[C:17]([F:18])=[C:16]2[C:12]([CH2:13][N:14]([CH2:20][C@H:21]3[CH2:26][CH2:25][C@H:24]([C:27](O)=[O:28])[CH2:23][CH2:22]3)[C:15]2=[O:19])=[CH:11][CH:10]=1)[C:2]1[CH:7]=[CH:6][CH:5]=[CH:4][CH:3]=1.B.C1COCC1.O.Cl. (5) Given the product [C:1]([O:5][C:6]([N:8]1[CH2:13][CH2:12][CH:11]([C:14]2[CH:15]=[CH:16][CH:17]=[C:18]3[C:22]=2[NH:21][CH:20]=[C:19]3[S:31][C:25]2[CH:30]=[CH:29][CH:28]=[CH:27][CH:26]=2)[CH2:10][CH2:9]1)=[O:7])([CH3:4])([CH3:2])[CH3:3], predict the reactants needed to synthesize it. The reactants are: [C:1]([O:5][C:6]([N:8]1[CH2:13][CH2:12][CH:11]([C:14]2[CH:15]=[CH:16][CH:17]=[C:18]3[C:22]=2[NH:21][CH:20]=[CH:19]3)[CH2:10][CH2:9]1)=[O:7])([CH3:4])([CH3:3])[CH3:2].[H-].[Na+].[C:25]1([S:31][S:31][C:25]2[CH:30]=[CH:29][CH:28]=[CH:27][CH:26]=2)[CH:30]=[CH:29][CH:28]=[CH:27][CH:26]=1.O. (6) Given the product [Cl:1][C:2]1[CH:3]=[CH:4][CH:5]=[C:6]2[C:10]=1[N:9]([CH:11]1[CH2:16][CH2:15][CH2:14][CH2:13][CH2:12]1)[N:8]=[C:7]2[C:17]1[CH:18]=[CH:19][C:20]([OH:23])=[CH:21][CH:22]=1, predict the reactants needed to synthesize it. The reactants are: [Cl:1][C:2]1[CH:3]=[CH:4][CH:5]=[C:6]2[C:10]=1[N:9]([CH:11]1[CH2:16][CH2:15][CH2:14][CH2:13][CH2:12]1)[N:8]=[C:7]2[C:17]1[CH:22]=[CH:21][C:20]([O:23]C)=[CH:19][CH:18]=1.B(Br)(Br)Br.C1CCCCC=1. (7) Given the product [CH:1]1([C:4]2[CH:8]=[C:7]([SH:20])[N:6]([CH3:10])[N:5]=2)[CH2:3][CH2:2]1, predict the reactants needed to synthesize it. The reactants are: [CH:1]1([C:4]2[CH:8]=[C:7](O)[N:6]([CH3:10])[N:5]=2)[CH2:3][CH2:2]1.COC1C=CC(P2(SP(C3C=CC(OC)=CC=3)(=S)S2)=[S:20])=CC=1.